Dataset: Catalyst prediction with 721,799 reactions and 888 catalyst types from USPTO. Task: Predict which catalyst facilitates the given reaction. (1) Reactant: CC(N=NC(C#N)(C)C)(C#N)C.C1C(=O)N(Br)C(=[O:16])C1.[F:21][C:22]1[CH:27]=[CH:26][C:25]([C:28]2[O:54][C:31]3=[N:32][CH:33]=[C:34]([C:36]4[CH:37]=[C:38]([CH:51]=[CH:52][CH:53]=4)[C:39]([NH:41][C:42]([C:45]4[CH:50]=[CH:49][CH:48]=[CH:47][CH:46]=4)([CH3:44])[CH3:43])=[O:40])[CH:35]=[C:30]3[C:29]=2[CH3:55])=[CH:24][CH:23]=1.C[N+]1([O-])CCOCC1. Product: [F:21][C:22]1[CH:23]=[CH:24][C:25]([C:28]2[O:54][C:31]3=[N:32][CH:33]=[C:34]([C:36]4[CH:37]=[C:38]([CH:51]=[CH:52][CH:53]=4)[C:39]([NH:41][C:42]([C:45]4[CH:46]=[CH:47][CH:48]=[CH:49][CH:50]=4)([CH3:44])[CH3:43])=[O:40])[CH:35]=[C:30]3[C:29]=2[CH:55]=[O:16])=[CH:26][CH:27]=1. The catalyst class is: 53. (2) Reactant: [O:1]1[CH:5]=[CH:4][C:3](C(O)=O)=[CH:2]1.C([N:11]([CH2:14]C)CC)C.[C:16]([OH:20])([CH3:19])([CH3:18])[CH3:17].C1(P(N=[N+]=[N-])(C2C=CC=CC=2)=[O:28])C=CC=CC=1. Product: [O:1]1[CH:5]=[CH:4][C:3]([NH:11][C:14](=[O:28])[O:20][C:16]([CH3:19])([CH3:18])[CH3:17])=[CH:2]1. The catalyst class is: 93. (3) Reactant: [C:1]([C:9]1[N:13]([CH3:14])[C:12](=[O:15])[O:11][N:10]=1)(=O)[C:2]1[CH:7]=[CH:6][CH:5]=[CH:4][CH:3]=1.[NH2:16][O:17][CH2:18][C:19]1[N:24]=[C:23]([NH2:25])[CH:22]=[CH:21][CH:20]=1.CC1C=CC(S(O)(=O)=O)=CC=1.O. Product: [NH2:25][C:23]1[N:24]=[C:19]([CH2:18][O:17]/[N:16]=[C:1](/[C:2]2[CH:7]=[CH:6][CH:5]=[CH:4][CH:3]=2)\[C:9]2[N:13]([CH3:14])[C:12](=[O:15])[O:11][N:10]=2)[CH:20]=[CH:21][CH:22]=1.[NH2:25][C:23]1[N:24]=[C:19]([CH2:18][O:17]/[N:16]=[C:1](\[C:2]2[CH:7]=[CH:6][CH:5]=[CH:4][CH:3]=2)/[C:9]2[N:13]([CH3:14])[C:12](=[O:15])[O:11][N:10]=2)[CH:20]=[CH:21][CH:22]=1. The catalyst class is: 41.